Dataset: Forward reaction prediction with 1.9M reactions from USPTO patents (1976-2016). Task: Predict the product of the given reaction. (1) Given the reactants [CH3:1][C:2]([NH:16][C:17]([C:19]1[CH:24]=[CH:23][CH:22]=[CH:21][C:20]=1[O:25]C(=O)C)=O)=[C:3]([C:5](=[O:15])[NH:6][CH2:7][CH2:8][C:9]1[CH:14]=[CH:13][CH:12]=[CH:11][CH:10]=1)[CH3:4].[OH-].[K+].Cl, predict the reaction product. The product is: [OH:25][C:20]1[CH:21]=[CH:22][CH:23]=[CH:24][C:19]=1[C:17]1[N:6]([CH2:7][CH2:8][C:9]2[CH:14]=[CH:13][CH:12]=[CH:11][CH:10]=2)[C:5](=[O:15])[C:3]([CH3:4])=[C:2]([CH3:1])[N:16]=1. (2) Given the reactants O=C1N(CC(F)(F)F)N=C(C=O)CC1.[CH2:15]([N:22]1[C:27](=[O:28])[CH2:26][CH2:25][C:24]([CH2:29][OH:30])=[N:23]1)[C:16]1[CH:21]=[CH:20][CH:19]=[CH:18][CH:17]=1.C(Cl)(=O)C(Cl)=O.CS(C)=O.C(N(CC)CC)C, predict the reaction product. The product is: [CH2:15]([N:22]1[C:27](=[O:28])[CH2:26][CH2:25][C:24]([CH:29]=[O:30])=[N:23]1)[C:16]1[CH:21]=[CH:20][CH:19]=[CH:18][CH:17]=1.